From a dataset of Catalyst prediction with 721,799 reactions and 888 catalyst types from USPTO. Predict which catalyst facilitates the given reaction. (1) Reactant: [C:1]([O:5][C:6]([NH:8][C@H:9]([C:22]([OH:24])=O)[CH2:10][CH2:11][CH2:12][CH2:13][NH:14][C:15]([O:17][C:18]([CH3:21])([CH3:20])[CH3:19])=[O:16])=[O:7])([CH3:4])([CH3:3])[CH3:2].O.ON1C2C=CC=CC=2N=N1.Cl.CN(C)CCCN=C=NCC.C(N(CC)C(C)C)(C)C.FC(F)(F)C(O)=O.[NH2:64][C@H:65]([C:67]([O:69][CH2:70][CH2:71][O:72][C:73]1[CH:78]=[CH:77][C:76]([C:79]2[C:84]([C:85]#[N:86])=[C:83]([NH:87][CH2:88][CH2:89][CH3:90])[N:82]=[C:81]([S:91][CH2:92][C:93]3[N:94]=[C:95]([C:98]4[CH:103]=[CH:102][C:101]([Cl:104])=[CH:100][CH:99]=4)[S:96][CH:97]=3)[C:80]=2[C:105]#[N:106])=[CH:75][CH:74]=1)=[O:68])[CH3:66]. Product: [C:1]([O:5][C:6]([NH:8][C@H:9]([C:22]([NH:64][C@H:65]([C:67]([O:69][CH2:70][CH2:71][O:72][C:73]1[CH:78]=[CH:77][C:76]([C:79]2[C:84]([C:85]#[N:86])=[C:83]([NH:87][CH2:88][CH2:89][CH3:90])[N:82]=[C:81]([S:91][CH2:92][C:93]3[N:94]=[C:95]([C:98]4[CH:103]=[CH:102][C:101]([Cl:104])=[CH:100][CH:99]=4)[S:96][CH:97]=3)[C:80]=2[C:105]#[N:106])=[CH:75][CH:74]=1)=[O:68])[CH3:66])=[O:24])[CH2:10][CH2:11][CH2:12][CH2:13][NH:14][C:15]([O:17][C:18]([CH3:19])([CH3:20])[CH3:21])=[O:16])=[O:7])([CH3:2])([CH3:3])[CH3:4]. The catalyst class is: 18. (2) Reactant: [F:1][C:2]1[CH:7]=[CH:6][C:5]([OH:8])=[CH:4][CH:3]=1.[CH3:9][C:10]([CH3:15])=[CH:11][C:12](Cl)=[O:13].C(N(CC)CC)C. Product: [F:1][C:2]1[CH:7]=[CH:6][C:5]([O:8][C:12](=[O:13])[CH:11]=[C:10]([CH3:15])[CH3:9])=[CH:4][CH:3]=1. The catalyst class is: 740. (3) The catalyst class is: 15. Product: [Cl:16][C:17]1[C:18]([N:23]2[C:4]([C:5]([O:7][CH2:8][CH3:9])=[O:6])=[CH:10][C:11]([CH:12]([CH3:13])[CH3:14])=[N:24]2)=[N:19][CH:20]=[CH:21][CH:22]=1. Reactant: CON=[C:4]([CH2:10][C:11](=O)[CH:12]([CH3:14])[CH3:13])[C:5]([O:7][CH2:8][CH3:9])=[O:6].[Cl:16][C:17]1[C:18]([NH:23][NH2:24])=[N:19][CH:20]=[CH:21][CH:22]=1.O1CCCC1. (4) Reactant: C(O)(=O)C.[CH3:5][O:6][C:7]1[CH:8]=[CH:9][C:10]2[N:15]=[CH:14][C:13](=[O:16])[N:12]([CH2:17][CH2:18][CH:19]=O)[C:11]=2[N:21]=1.[NH2:22][C@H:23]1[CH2:27][N:26]([C:28]2[CH:29]=[CH:30][C:31]3[O:32][CH2:33][C:34](=[O:38])[NH:35][C:36]=3[N:37]=2)[C:25](=[O:39])[CH2:24]1.C(OC(=O)N[C@@H]1CC(=O)NC1)(C)(C)C.C(O[BH-](OC(=O)C)OC(=O)C)(=O)C.[Na+].C(=O)([O-])O.[Na+]. Product: [CH3:5][O:6][C:7]1[CH:8]=[CH:9][C:10]2[N:15]=[CH:14][C:13](=[O:16])[N:12]([CH2:17][CH2:18][CH2:19][NH:22][C@H:23]3[CH2:27][N:26]([C:28]4[CH:29]=[CH:30][C:31]5[O:32][CH2:33][C:34](=[O:38])[NH:35][C:36]=5[N:37]=4)[C:25](=[O:39])[CH2:24]3)[C:11]=2[N:21]=1. The catalyst class is: 9. (5) Reactant: [Cl:1][C:2]1[CH:3]=[C:4]([C:9]2([C:22]([F:25])([F:24])[F:23])[O:13][N:12]=[C:11]([C:14]3[CH:15]=[CH:16][C:17]([CH3:21])=[C:18]([CH:20]=3)[NH2:19])[CH2:10]2)[CH:5]=[C:6]([Cl:8])[CH:7]=1.[C:26](O)(=[O:28])[CH3:27].Cl.C(N(CC)CCCN=C=NCC)C.C(=O)([O-])O.[Na+]. Product: [Cl:1][C:2]1[CH:3]=[C:4]([C:9]2([C:22]([F:23])([F:25])[F:24])[O:13][N:12]=[C:11]([C:14]3[CH:15]=[CH:16][C:17]([CH3:21])=[C:18]([NH:19][C:26](=[O:28])[CH3:27])[CH:20]=3)[CH2:10]2)[CH:5]=[C:6]([Cl:8])[CH:7]=1. The catalyst class is: 9. (6) Reactant: Br[C:2]1[CH:3]=[CH:4][C:5]2[C:11]3[S:12][C:13]([C:15]([N:17]([C:19]4[CH:24]=[C:23]([C:25](=[O:31])[N:26]([CH2:28][CH2:29][OH:30])[CH3:27])[CH:22]=[CH:21][C:20]=4[Cl:32])[CH3:18])=[O:16])=[CH:14][C:10]=3[CH2:9][CH2:8][O:7][C:6]=2[CH:33]=1.CC1(C)C2C(=C(P(C3C=CC=CC=3)C3C=CC=CC=3)C=CC=2)[O:55][C:37]2C(P(C3C=CC=CC=3)C3C=CC=CC=3)=CC=CC1=2.[CH3:76][S:77]([CH2:80][CH2:81][NH2:82])(=[O:79])=[O:78].Cl.C([O-])([O-])=O.[Na+].[Na+]. Product: [Cl:32][C:20]1[CH:21]=[CH:22][C:23]([C:25](=[O:31])[N:26]([CH2:28][CH2:29][OH:30])[CH3:27])=[CH:24][C:19]=1[N:17]([CH3:18])[C:15]([C:13]1[S:12][C:11]2[C:5]3[CH:4]=[CH:3][C:2]([C:37]([NH:82][CH2:81][CH2:80][S:77]([CH3:76])(=[O:79])=[O:78])=[O:55])=[CH:33][C:6]=3[O:7][CH2:8][CH2:9][C:10]=2[CH:14]=1)=[O:16]. The catalyst class is: 222. (7) Reactant: C[O:2][C:3](=O)[C@H:4]([CH2:23][CH2:24][CH3:25])[NH:5][C:6]([O:8][CH2:9][CH:10]1[C:22]2[CH:21]=[CH:20][CH:19]=[CH:18][C:17]=2[C:16]2[C:11]1=[CH:12][CH:13]=[CH:14][CH:15]=2)=[O:7].[Cl-].[Ca+2].[Cl-].[BH4-].[Na+].C(OC(=O)C)C. Product: [CH:12]1[C:11]2[CH:10]([CH2:9][O:8][C:6]([NH:5][C@H:4]([CH2:3][OH:2])[CH2:23][CH2:24][CH3:25])=[O:7])[C:22]3[C:17](=[CH:18][CH:19]=[CH:20][CH:21]=3)[C:16]=2[CH:15]=[CH:14][CH:13]=1. The catalyst class is: 83. (8) Reactant: O1CCCC1.[H-].C([Al+]CC(C)C)C(C)C.CON(C)[C:19]([C:21]1[N:22]=[CH:23][C:24]2[C:29]([CH:30]=1)=[CH:28][CH:27]=[CH:26][CH:25]=2)=[O:20]. Product: [CH:23]1[C:24]2[C:29](=[CH:28][CH:27]=[CH:26][CH:25]=2)[CH:30]=[C:21]([CH:19]=[O:20])[N:22]=1. The catalyst class is: 194. (9) Reactant: [CH2:1]([O:8][C:9]1[C:14](=[O:15])[N:13]2[CH:16]=[CH:17][N:18]([CH2:19][C:20](=[O:27])[N:21]3[CH2:26][CH2:25][NH:24][CH2:23][CH2:22]3)[C:12]2=[N:11][C:10]=1[C:28]1[S:29][C:30]([CH2:33][C:34]2[CH:39]=[CH:38][C:37]([F:40])=[CH:36][CH:35]=2)=[CH:31][N:32]=1)[C:2]1[CH:7]=[CH:6][CH:5]=[CH:4][CH:3]=1.CCN(C(C)C)C(C)C.[C:50](Cl)(=[O:55])[C:51]([CH3:54])([CH3:53])[CH3:52].C(=O)(O)[O-].[Na+]. Product: [CH2:1]([O:8][C:9]1[C:14](=[O:15])[N:13]2[CH:16]=[CH:17][N:18]([CH2:19][C:20](=[O:27])[N:21]3[CH2:26][CH2:25][N:24]([C:50](=[O:55])[C:51]([CH3:54])([CH3:53])[CH3:52])[CH2:23][CH2:22]3)[C:12]2=[N:11][C:10]=1[C:28]1[S:29][C:30]([CH2:33][C:34]2[CH:35]=[CH:36][C:37]([F:40])=[CH:38][CH:39]=2)=[CH:31][N:32]=1)[C:2]1[CH:7]=[CH:6][CH:5]=[CH:4][CH:3]=1. The catalyst class is: 2.